From a dataset of Catalyst prediction with 721,799 reactions and 888 catalyst types from USPTO. Predict which catalyst facilitates the given reaction. (1) Reactant: [Li+].CCC[CH2-].[C:6]([O:10][C:11]([NH:13][C:14]1[C:15]2[N:16]([CH:36]=[C:37]([Cl:39])[N:38]=2)[CH2:17][C@:18]([C:21]2[CH:22]=[C:23]([NH:28][C:29](=[O:35])[O:30][C:31]([CH3:34])([CH3:33])[CH3:32])[CH:24]=[CH:25][C:26]=2[F:27])([CH3:20])[N:19]=1)=[O:12])([CH3:9])([CH3:8])[CH3:7].[I:40]I. Product: [C:6]([O:10][C:11]([NH:13][C:14]1[C:15]2[N:16]([C:36]([I:40])=[C:37]([Cl:39])[N:38]=2)[CH2:17][C@:18]([C:21]2[CH:22]=[C:23]([NH:28][C:29](=[O:35])[O:30][C:31]([CH3:32])([CH3:34])[CH3:33])[CH:24]=[CH:25][C:26]=2[F:27])([CH3:20])[N:19]=1)=[O:12])([CH3:7])([CH3:8])[CH3:9]. The catalyst class is: 49. (2) Reactant: [S:1]1[CH:5]=[CH:4][CH:3]=[C:2]1[CH2:6][C:7]([OH:9])=O.O=S(Cl)[Cl:12]. Product: [S:1]1[CH:5]=[CH:4][CH:3]=[C:2]1[CH2:6][C:7]([Cl:12])=[O:9]. The catalyst class is: 2.